From a dataset of Forward reaction prediction with 1.9M reactions from USPTO patents (1976-2016). Predict the product of the given reaction. (1) The product is: [CH2:1]([N:8]1[CH:13]([CH2:14][F:15])[CH2:12][O:11][C:10]([CH2:17][CH:18]([OH:20])[CH3:19])([CH3:16])[C:9]1=[O:38])[C:2]1[CH:3]=[CH:4][CH:5]=[CH:6][CH:7]=1. Given the reactants [CH2:1]([N:8]1[CH:13]([CH2:14][F:15])[CH2:12][O:11][C:10]([CH2:17][CH:18]([O:20][Si](C(C)(C)C)(C2C=CC=CC=2)C2C=CC=CC=2)[CH3:19])([CH3:16])[C:9]1=[O:38])[C:2]1[CH:7]=[CH:6][CH:5]=[CH:4][CH:3]=1.[F-].C([N+](CCCC)(CCCC)CCCC)CCC, predict the reaction product. (2) Given the reactants O=P12OP3(OP(OP(O3)(O1)=O)(=O)O2)=O.[O:15]=[C:16]1[C:21]2=[CH:22][C:23]3[CH:24]=[CH:25][C:26]([C:29]([OH:31])=O)=[CH:27][C:28]=3[N:20]2[CH2:19][CH2:18][NH:17]1.[NH2:32][C:33]1[C:38]([N+:39]([O-:41])=[O:40])=[C:37]([CH3:42])[CH:36]=[CH:35][C:34]=1O, predict the reaction product. The product is: [CH3:42][C:37]1[CH:36]=[CH:35][C:34]2[O:31][C:29]([C:26]3[CH:25]=[CH:24][C:23]4[CH:22]=[C:21]5[C:16](=[O:15])[NH:17][CH2:18][CH2:19][N:20]5[C:28]=4[CH:27]=3)=[N:32][C:33]=2[C:38]=1[N+:39]([O-:41])=[O:40]. (3) Given the reactants C[O:2][C:3]([C:5]1[S:6][C:7]([C:20]#[C:21][C:22]([CH3:25])([CH3:24])[CH3:23])=[CH:8][C:9]=1[NH:10][C:11]([C@H:13]1[CH2:18][CH2:17][C@H:16]([CH3:19])[CH2:15][CH2:14]1)=[O:12])=[O:4].Cl[CH2:27][C:28]1[O:29][C:30]([CH3:33])=[N:31][N:32]=1.C(N(CC)CC)C, predict the reaction product. The product is: [CH3:25][C:22]([CH3:23])([CH3:24])[C:21]#[C:20][C:7]1[S:6][C:5]([C:3]([OH:2])=[O:4])=[C:9]([N:10]([C:11]([C@H:13]2[CH2:18][CH2:17][C@H:16]([CH3:19])[CH2:15][CH2:14]2)=[O:12])[CH2:27][C:28]2[O:29][C:30]([CH3:33])=[N:31][N:32]=2)[CH:8]=1. (4) The product is: [Cl:33][C:21]1[C:14]2[C:15](=[N:16][CH:17]=[CH:18][C:13]=2[CH2:12][C:9]2[CH:10]=[CH:11][C:6]([NH:5][C:3](=[O:4])[C:2]([F:1])([F:31])[F:32])=[CH:7][C:8]=2[F:30])[N:19]([CH2:22][O:23][CH2:24][CH2:25][Si:26]([CH3:27])([CH3:28])[CH3:29])[CH:20]=1. Given the reactants [F:1][C:2]([F:32])([F:31])[C:3]([NH:5][C:6]1[CH:11]=[CH:10][C:9]([CH2:12][C:13]2[CH:18]=[CH:17][N:16]=[C:15]3[N:19]([CH2:22][O:23][CH2:24][CH2:25][Si:26]([CH3:29])([CH3:28])[CH3:27])[CH:20]=[CH:21][C:14]=23)=[C:8]([F:30])[CH:7]=1)=[O:4].[Cl:33]N1C(=O)CCC1=O, predict the reaction product. (5) Given the reactants [OH:1][C:2]([C:4](F)(F)F)=O.OC(C(F)(F)F)=O.OC(C(F)(F)F)=O.[CH3:22][N:23]([CH2:25][C:26]1[CH:27]=[C:28]([C:32]2[NH:61][C:35]3=[N:36][CH:37]=[CH:38][C:39]([C:40]4[C:41]([C:49]5[CH:54]=[CH:53][C:52]([NH:55][C:56](=[O:60])[N:57]([CH3:59])[CH3:58])=[CH:51][CH:50]=5)=[N:42][N:43]([CH2:45][CH2:46][NH:47][CH3:48])[CH:44]=4)=[C:34]3[CH:33]=2)[CH:29]=[CH:30][CH:31]=1)[CH3:24].[OH-].[Na+].CC(OC(C)=O)=O, predict the reaction product. The product is: [CH3:58][N:57]([CH3:59])[C:56]([NH:55][C:52]1[CH:51]=[CH:50][C:49]([C:41]2[C:40]([C:39]3[CH:38]=[CH:37][N:36]=[C:35]4[NH:61][C:32]([C:28]5[CH:29]=[CH:30][CH:31]=[C:26]([CH2:25][N:23]([CH3:22])[CH3:24])[CH:27]=5)=[CH:33][C:34]=34)=[CH:44][N:43]([CH2:45][CH2:46][N:47]([CH3:48])[C:2](=[O:1])[CH3:4])[N:42]=2)=[CH:54][CH:53]=1)=[O:60]. (6) Given the reactants [S:1]1[C:12]2[C:4](=[CH:5][CH:6]=[C:7]3[C:11]=2[C:10](=O)[C:9](=[O:14])[NH:8]3)[N:3]=[CH:2]1.Cl.[Br:16][C:17]1[CH:22]=[CH:21][C:20]([NH:23][NH2:24])=[CH:19][CH:18]=1, predict the reaction product. The product is: [Br:16][C:17]1[CH:22]=[CH:21][C:20]([NH:23]/[N:24]=[C:10]2\[C:9](=[O:14])[NH:8][C:7]3[C:11]\2=[C:12]2[S:1][CH:2]=[N:3][C:4]2=[CH:5][CH:6]=3)=[CH:19][CH:18]=1.